Dataset: Catalyst prediction with 721,799 reactions and 888 catalyst types from USPTO. Task: Predict which catalyst facilitates the given reaction. Reactant: [NH2:1][OH:2].[C:3]([C:5]1[CH:6]=[CH:7][C:8]([CH3:19])=[C:9]([NH:11][C:12](=[O:18])[O:13][C:14]([CH3:17])([CH3:16])[CH3:15])[CH:10]=1)#[N:4]. Product: [OH:2]/[N:1]=[C:3](/[C:5]1[CH:6]=[CH:7][C:8]([CH3:19])=[C:9]([NH:11][C:12](=[O:18])[O:13][C:14]([CH3:15])([CH3:16])[CH3:17])[CH:10]=1)\[NH2:4]. The catalyst class is: 14.